Dataset: Reaction yield outcomes from USPTO patents with 853,638 reactions. Task: Predict the reaction yield, written as a fraction of the theoretical maximum amount of product (1.0 means a 100% yield; for example, 0.34 means a 34% yield). (1) The reactants are ClC1C=CN=C2C=C(C3N(C)C=CN=3)[S:10][C:3]=12.CN1C=CN=C1C1SC2C(=NC=CC=2[O:32]C2C=CC(NC(NC(=O)CC3C=CC=CC=3)=S)=CC=2)C=1.Cl.Cl.[F:54][C:55]1[CH:56]=[C:57]([NH:77]C(NC(=O)CC2C=CC=CC=2F)=S)[CH:58]=[CH:59][C:60]=1[O:61][C:62]1[CH:67]=[CH:66][N:65]=[C:64]2[CH:68]=[C:69](C3N(C)C=CN=3)[S:70][C:63]=12. No catalyst specified. The product is [CH3:3][S:10]([C:69]1[S:70][C:63]2[C:64](=[N:65][CH:66]=[CH:67][C:62]=2[O:61][C:60]2[CH:59]=[CH:58][C:57]([NH2:77])=[CH:56][C:55]=2[F:54])[CH:68]=1)=[O:32]. The yield is 0.310. (2) The reactants are CN1CCOCC1.C(OC(Cl)=O)C(C)C.[CH3:16][CH2:17][CH2:18][CH2:19][C:20]1[CH:21]=[CH:22][C:23]([C:26]([OH:28])=O)=[N:24][CH:25]=1.Cl.[CH3:30][O:31][NH:32][CH3:33]. The catalyst is C(Cl)Cl. The product is [CH3:30][O:31][N:32]([CH3:33])[C:26]([C:23]1[CH:22]=[CH:21][C:20]([CH2:19][CH2:18][CH2:17][CH3:16])=[CH:25][N:24]=1)=[O:28]. The yield is 1.00. (3) The reactants are N1([O:10][C:11]2[C:12]3[N:13]=[CH:14][N:15]([C:38]=3[N:39]=[CH:40][N:41]=2)[C@@H:16]2[O:37][C@H:27]([CH2:28][O:29][Si:30]([C:33]([CH3:36])([CH3:35])[CH3:34])([CH3:32])[CH3:31])[C@@H:18]([O:19][Si:20]([C:23]([CH3:26])([CH3:25])[CH3:24])([CH3:22])[CH3:21])[CH2:17]2)C2C=CC=CC=2N=N1.[CH2:42](O)[CH:43]=[CH2:44].C([O-])([O-])=O.[Cs+].[Cs+]. The yield is 0.890. The product is [CH2:44]([O:10][C:11]1[C:12]2[N:13]=[CH:14][N:15]([C:38]=2[N:39]=[CH:40][N:41]=1)[C@@H:16]1[O:37][C@H:27]([CH2:28][O:29][Si:30]([C:33]([CH3:35])([CH3:34])[CH3:36])([CH3:32])[CH3:31])[C@@H:18]([O:19][Si:20]([C:23]([CH3:25])([CH3:26])[CH3:24])([CH3:21])[CH3:22])[CH2:17]1)[CH:43]=[CH2:42]. No catalyst specified. (4) The reactants are [CH2:1]1[CH:6]2[CH2:7][C:8]3([NH2:11])[CH2:10][CH:4]([CH2:5]2)[CH2:3][CH:2]1[CH2:9]3.[CH3:12][C:13]1[S:14][C:15]([C:18]2[S:22][C:21]([CH:23]=O)=[CH:20][CH:19]=2)=[CH:16][N:17]=1. No catalyst specified. The product is [CH3:12][C:13]1[S:14][C:15]([C:18]2[S:22][C:21]([CH2:23][NH:11][C:8]34[CH2:10][CH:4]5[CH2:5][CH:6]([CH2:1][CH:2]([CH2:3]5)[CH2:9]3)[CH2:7]4)=[CH:20][CH:19]=2)=[CH:16][N:17]=1. The yield is 0.870.